This data is from Forward reaction prediction with 1.9M reactions from USPTO patents (1976-2016). The task is: Predict the product of the given reaction. (1) Given the reactants C[O:2][C:3](=[O:30])[C:4]([CH3:29])([NH:6][C:7]([C:9]1[CH:18]=[CH:17][C:16]2[C:11](=[CH:12][CH:13]=[CH:14][CH:15]=2)[C:10]=1[CH:19]=[CH:20][CH2:21][CH2:22][C:23]1[CH:28]=[CH:27][CH:26]=[CH:25][CH:24]=1)=[O:8])[CH3:5].[OH-].[Na+], predict the reaction product. The product is: [CH3:29][C:4]([NH:6][C:7]([C:9]1[CH:18]=[CH:17][C:16]2[C:11](=[CH:12][CH:13]=[CH:14][CH:15]=2)[C:10]=1[CH:19]=[CH:20][CH2:21][CH2:22][C:23]1[CH:24]=[CH:25][CH:26]=[CH:27][CH:28]=1)=[O:8])([CH3:5])[C:3]([OH:30])=[O:2]. (2) The product is: [CH2:1]([O:8][C:9]([NH:11][C@H:12]1[CH2:16][CH2:15][N:14]([C@H:17]2[CH2:22][CH2:21][C@@H:20]([NH:23][C:24]([O:26][C:27]([CH3:30])([CH3:29])[CH3:28])=[O:25])[CH2:19][C@@H:18]2[C:31]([O:33][CH3:34])=[O:32])[C:13]1=[O:35])=[O:10])[C:2]1[CH:3]=[CH:4][CH:5]=[CH:6][CH:7]=1. Given the reactants [CH2:1]([O:8][C:9]([NH:11][C@H:12]1[CH2:16][CH2:15][N:14]([C@H:17]2[CH2:22][CH2:21][C@@H:20]([NH:23][C:24]([O:26][C:27]([CH3:30])([CH3:29])[CH3:28])=[O:25])[CH2:19][C@H:18]2[C:31]([O:33][CH3:34])=[O:32])[C:13]1=[O:35])=[O:10])[C:2]1[CH:7]=[CH:6][CH:5]=[CH:4][CH:3]=1.C(=O)([O-])[O-].[Cs+].[Cs+].O, predict the reaction product. (3) The product is: [Cl:11][C:12]1[N:17]=[CH:16][N:15]=[C:14]([N:18]2[CH2:19][CH2:20][N:21]([S:24]([CH2:27][CH:28]([N:37]([OH:38])[CH:5]=[O:7])[CH2:29][CH2:30][C:31]3[CH:36]=[CH:35][CH:34]=[CH:33][CH:32]=3)(=[O:26])=[O:25])[CH2:22][CH2:23]2)[CH:13]=1. Given the reactants C(O[C:5](=[O:7])C)(=O)C.C(O)=O.[Cl:11][C:12]1[N:17]=[CH:16][N:15]=[C:14]([N:18]2[CH2:23][CH2:22][N:21]([S:24]([CH2:27][CH:28]([NH:37][OH:38])[CH2:29][CH2:30][C:31]3[CH:36]=[CH:35][CH:34]=[CH:33][CH:32]=3)(=[O:26])=[O:25])[CH2:20][CH2:19]2)[CH:13]=1, predict the reaction product. (4) Given the reactants [NH2:1][C:2]1[CH:7]=[CH:6][C:5]([C:8]2[N:9]([CH2:21][CH3:22])[C:10]3[C:15]([C:16]=2[C:17]#[N:18])=[CH:14][CH:13]=[C:12]([O:19][CH3:20])[CH:11]=3)=[CH:4][CH:3]=1.Cl[CH2:24][CH2:25][S:26](Cl)(=[O:28])=[O:27], predict the reaction product. The product is: [C:17]([C:16]1[C:15]2[C:10](=[CH:11][C:12]([O:19][CH3:20])=[CH:13][CH:14]=2)[N:9]([CH2:21][CH3:22])[C:8]=1[C:5]1[CH:4]=[CH:3][C:2]([NH:1][S:26]([CH:25]=[CH2:24])(=[O:28])=[O:27])=[CH:7][CH:6]=1)#[N:18].